Dataset: Reaction yield outcomes from USPTO patents with 853,638 reactions. Task: Predict the reaction yield, written as a fraction of the theoretical maximum amount of product (1.0 means a 100% yield; for example, 0.34 means a 34% yield). (1) The yield is 0.570. The product is [CH2:28]([O:27][C:24]1[CH:25]=[CH:26][C:21]([C:18]2[CH:19]=[CH:20][C:15]([C:13]([NH:12][CH:4]([CH2:5][C:6]3[CH:11]=[CH:10][CH:9]=[CH:8][CH:7]=3)[C:3]([OH:36])=[O:2])=[O:14])=[CH:16][CH:17]=2)=[CH:22][C:23]=1[F:35])[C:29]1[CH:30]=[CH:31][CH:32]=[CH:33][CH:34]=1. The catalyst is C(O)C.O.O1CCCC1. The reactants are C[O:2][C:3](=[O:36])[CH:4]([NH:12][C:13]([C:15]1[CH:20]=[CH:19][C:18]([C:21]2[CH:26]=[CH:25][C:24]([O:27][CH2:28][C:29]3[CH:34]=[CH:33][CH:32]=[CH:31][CH:30]=3)=[C:23]([F:35])[CH:22]=2)=[CH:17][CH:16]=1)=[O:14])[CH2:5][C:6]1[CH:11]=[CH:10][CH:9]=[CH:8][CH:7]=1.[OH-].[Li+].Cl. (2) The reactants are [C:1]([O:5][C:6]([N:8]1[CH2:19][CH2:18][C:11]2([CH2:14][CH:13]([C:15]([OH:17])=O)[CH2:12]2)[CH2:10][CH2:9]1)=[O:7])([CH3:4])([CH3:3])[CH3:2].CCN(C(C)C)C(C)C.Cl.[CH3:30][NH:31][O:32][CH3:33].CN(C(ON1N=NC2C=CC=NC1=2)=[N+](C)C)C.F[P-](F)(F)(F)(F)F. The catalyst is ClCCl. The product is [CH3:33][O:32][N:31]([CH3:30])[C:15]([CH:13]1[CH2:14][C:11]2([CH2:18][CH2:19][N:8]([C:6]([O:5][C:1]([CH3:2])([CH3:3])[CH3:4])=[O:7])[CH2:9][CH2:10]2)[CH2:12]1)=[O:17]. The yield is 0.650.